Dataset: Full USPTO retrosynthesis dataset with 1.9M reactions from patents (1976-2016). Task: Predict the reactants needed to synthesize the given product. Given the product [Cl:11][C:12]1[CH:17]=[CH:16][C:15]([C:18]2([C:9]3[CH:8]=[CH:7][C:6]4[O:1][CH2:2][CH2:3][O:4][C:5]=4[CH:10]=3)[CH2:19][CH2:20][NH:21][CH2:22][CH2:23]2)=[CH:14][CH:13]=1, predict the reactants needed to synthesize it. The reactants are: [O:1]1[C:6]2[CH:7]=[CH:8][CH:9]=[CH:10][C:5]=2[O:4][CH2:3][CH2:2]1.[Cl:11][C:12]1[CH:17]=[CH:16][C:15]([C:18]2(O)[CH2:23][CH2:22][NH:21][CH2:20][CH2:19]2)=[CH:14][CH:13]=1.